This data is from M1 muscarinic receptor antagonist screen with 61,756 compounds. The task is: Binary Classification. Given a drug SMILES string, predict its activity (active/inactive) in a high-throughput screening assay against a specified biological target. The compound is N1(C(c2n(nnn2)CCC(C)C)c2ccccc2)CCN(CC1)CC=C. The result is 0 (inactive).